The task is: Regression. Given a peptide amino acid sequence and an MHC pseudo amino acid sequence, predict their binding affinity value. This is MHC class I binding data.. This data is from Peptide-MHC class I binding affinity with 185,985 pairs from IEDB/IMGT. (1) The peptide sequence is IGKMNKHYK. The MHC is HLA-A26:01 with pseudo-sequence HLA-A26:01. The binding affinity (normalized) is 0.0847. (2) The peptide sequence is ISASLAALF. The MHC is HLA-B58:01 with pseudo-sequence HLA-B58:01. The binding affinity (normalized) is 0.936. (3) The peptide sequence is FPFKYAAAF. The MHC is HLA-B35:03 with pseudo-sequence HLA-B35:03. The binding affinity (normalized) is 0.840. (4) The peptide sequence is VLPPLSADL. The MHC is HLA-A26:01 with pseudo-sequence HLA-A26:01. The binding affinity (normalized) is 0.0847.